Dataset: NCI-60 drug combinations with 297,098 pairs across 59 cell lines. Task: Regression. Given two drug SMILES strings and cell line genomic features, predict the synergy score measuring deviation from expected non-interaction effect. (1) Drug 1: C1C(C(OC1N2C=C(C(=O)NC2=O)F)CO)O. Drug 2: C1CN(CCN1C(=O)CCBr)C(=O)CCBr. Cell line: A549. Synergy scores: CSS=48.7, Synergy_ZIP=-9.69, Synergy_Bliss=-4.16, Synergy_Loewe=-20.1, Synergy_HSA=-0.0691. (2) Synergy scores: CSS=71.4, Synergy_ZIP=24.0, Synergy_Bliss=23.8, Synergy_Loewe=23.0, Synergy_HSA=27.2. Cell line: LOX IMVI. Drug 2: N.N.Cl[Pt+2]Cl. Drug 1: CC12CCC(CC1=CCC3C2CCC4(C3CC=C4C5=CN=CC=C5)C)O.